This data is from Reaction yield outcomes from USPTO patents with 853,638 reactions. The task is: Predict the reaction yield, written as a fraction of the theoretical maximum amount of product (1.0 means a 100% yield; for example, 0.34 means a 34% yield). The reactants are [Cl:1][C:2]1[CH:9]=[CH:8][C:5]([C:6]#[N:7])=[C:4](F)[CH:3]=1.O[C:12]1[C:13]([O:20][CH3:21])=[C:14]([CH:17]=[CH:18][CH:19]=1)[CH:15]=[O:16].C(=O)([O-])[O-:23].[Cs+].[Cs+].O. The catalyst is CN(C=O)C. The product is [Cl:1][C:2]1[CH:9]=[CH:8][C:5]([C:6]#[N:7])=[C:4]([O:23][C:18]2[CH:19]=[CH:12][C:13]([O:20][CH3:21])=[C:14]([CH:15]=[O:16])[CH:17]=2)[CH:3]=1. The yield is 0.900.